Dataset: Full USPTO retrosynthesis dataset with 1.9M reactions from patents (1976-2016). Task: Predict the reactants needed to synthesize the given product. (1) Given the product [F:7][C:8]1[CH:9]=[N:10][C:11]([O:24][C:25]2[CH:26]=[CH:27][CH:28]=[C:29]([S:3]([CH3:34])(=[O:5])=[O:2])[CH:30]=2)=[C:12]([CH:23]=1)[C:13]([NH:15][C@H:16]1[CH2:21][CH2:20][CH2:19][CH2:18][C@H:17]1[OH:22])=[O:14], predict the reactants needed to synthesize it. The reactants are: O[O:2][S:3]([O-:5])=O.[K+].[F:7][C:8]1[CH:9]=[N:10][C:11]([O:24][C:25]2[CH:30]=[CH:29][CH:28]=[C:27](SC)[CH:26]=2)=[C:12]([CH:23]=1)[C:13]([NH:15][C@H:16]1[CH2:21][CH2:20][CH2:19][CH2:18][C@H:17]1[OH:22])=[O:14].O.[CH:34](O)(C)C. (2) Given the product [CH2:1]([O:3][C:4]([C:6]1[S:10][C:9]([C:11]2[CH:16]=[CH:15][C:14]([C:17]([F:20])([F:19])[F:18])=[CH:13][CH:12]=2)=[N:8][C:7]=1[CH2:21][N:28]([C:29]([O:31][C:32]([CH3:33])([CH3:35])[CH3:34])=[O:30])[CH2:27][C:26]([O:25][CH2:23][CH3:24])=[O:36])=[O:5])[CH3:2], predict the reactants needed to synthesize it. The reactants are: [CH2:1]([O:3][C:4]([C:6]1[S:10][C:9]([C:11]2[CH:16]=[CH:15][C:14]([C:17]([F:20])([F:19])[F:18])=[CH:13][CH:12]=2)=[N:8][C:7]=1[CH2:21]Br)=[O:5])[CH3:2].[CH2:23]([O:25][C:26](=[O:36])[CH2:27][NH:28][C:29]([O:31][C:32]([CH3:35])([CH3:34])[CH3:33])=[O:30])[CH3:24].[H-].[Na+]. (3) Given the product [CH3:1][CH2:2][CH2:3][CH2:4][CH2:5][NH:6][C:7]([NH:9]/[N:10]=[CH:11]/[C:12]1[C:16]2[CH:17]=[C:18]([O:21][CH3:22])[CH:19]=[CH:20][C:15]=2[NH:14][CH:13]=1)=[NH:8].[CH:28](/[C:27]([OH:34])=[O:33])=[CH:29]/[C:30]([OH:32])=[O:31], predict the reactants needed to synthesize it. The reactants are: [CH3:1][CH2:2][CH2:3][CH2:4][CH2:5][NH:6][C:7]([NH:9]/[N:10]=[CH:11]/[C:12]1[C:16]2[CH:17]=[C:18]([O:21][CH3:22])[CH:19]=[CH:20][C:15]=2[NH:14][CH:13]=1)=[NH:8].C([O-])(=O)C.[C:27]([OH:34])(=[O:33])/[CH:28]=[CH:29]\[C:30]([OH:32])=[O:31]. (4) Given the product [ClH:1].[Cl:1][C:2]1[C:3]([C:9]2[C:10]([C:18]3[CH:23]=[CH:22][C:21]([Cl:24])=[C:20]([O:25][CH2:26][CH2:27][CH2:28][N:29]([CH3:30])[CH3:31])[CH:19]=3)=[N:11][C:12]([C:15]([NH:63][C:64]3([C:70]([OH:72])=[O:71])[CH2:69][CH2:68][CH2:67][CH2:66][CH2:65]3)=[O:16])=[CH:13][CH:14]=2)=[N:4][CH:5]=[C:6]([Cl:8])[CH:7]=1, predict the reactants needed to synthesize it. The reactants are: [Cl:1][C:2]1[C:3]([C:9]2[C:10]([C:18]3[CH:23]=[CH:22][C:21]([Cl:24])=[C:20]([O:25][CH2:26][CH2:27][CH2:28][N:29]([CH3:31])[CH3:30])[CH:19]=3)=[N:11][C:12]([C:15](O)=[O:16])=[CH:13][CH:14]=2)=[N:4][CH:5]=[C:6]([Cl:8])[CH:7]=1.CCN(C(C)C)C(C)C.CN(C(ON1N=NC2C=CC=CC1=2)=[N+](C)C)C.[B-](F)(F)(F)F.[NH2:63][C:64]1([C:70]([OH:72])=[O:71])[CH2:69][CH2:68][CH2:67][CH2:66][CH2:65]1.Cl. (5) Given the product [Si:1]([O:8][CH2:9][C:10]1[C:18]2[O:17][N:16]=[C:15]([CH2:19][CH2:20][CH:21]3[CH2:22][CH2:23][N:24]([C:27]([O:29][C:30]([CH3:33])([CH3:32])[CH3:31])=[O:28])[CH2:25][CH2:26]3)[C:14]=2[CH:13]=[CH:12][C:11]=1[CH2:34][OH:35])([C:4]([CH3:6])([CH3:5])[CH3:7])([CH3:3])[CH3:2], predict the reactants needed to synthesize it. The reactants are: [Si:1]([O:8][CH2:9][C:10]1[C:18]2[O:17][N:16]=[C:15]([CH2:19][CH2:20][CH:21]3[CH2:26][CH2:25][N:24]([C:27]([O:29][C:30]([CH3:33])([CH3:32])[CH3:31])=[O:28])[CH2:23][CH2:22]3)[C:14]=2[CH:13]=[CH:12][C:11]=1[CH:34]=[O:35])([C:4]([CH3:7])([CH3:6])[CH3:5])([CH3:3])[CH3:2].[BH4-].[Na+].O.